From a dataset of Catalyst prediction with 721,799 reactions and 888 catalyst types from USPTO. Predict which catalyst facilitates the given reaction. (1) Reactant: [H-].[Na+].[CH2:3]([N:10]([CH2:28][C:29]1[CH:34]=[CH:33][CH:32]=[CH:31][CH:30]=1)[CH2:11][C@H:12]([OH:27])[CH2:13][N:14]1[CH2:19][CH2:18][N:17]([C:20]([O:22][C:23]([CH3:26])([CH3:25])[CH3:24])=[O:21])[CH2:16][CH2:15]1)[C:4]1[CH:9]=[CH:8][CH:7]=[CH:6][CH:5]=1.CI.[C:37](=O)(O)[O-].[Na+]. Product: [CH2:3]([N:10]([CH2:28][C:29]1[CH:30]=[CH:31][CH:32]=[CH:33][CH:34]=1)[CH2:11][C@H:12]([O:27][CH3:37])[CH2:13][N:14]1[CH2:15][CH2:16][N:17]([C:20]([O:22][C:23]([CH3:26])([CH3:25])[CH3:24])=[O:21])[CH2:18][CH2:19]1)[C:4]1[CH:9]=[CH:8][CH:7]=[CH:6][CH:5]=1. The catalyst class is: 7. (2) Reactant: [O:1]([CH2:19][CH2:20][C:21]1([CH2:27][CH2:28][OH:29])[CH2:26][CH2:25][CH2:24][CH2:23][CH2:22]1)[Si:2]([C:15]([CH3:18])([CH3:17])[CH3:16])([C:9]1[CH:14]=[CH:13][CH:12]=[CH:11][CH:10]=1)[C:3]1[CH:8]=[CH:7][CH:6]=[CH:5][CH:4]=1.O[C:31]1[CH:32]=[C:33]([C:41]([O:43][CH3:44])=[O:42])[CH:34]=[C:35]([CH:40]=1)[C:36]([O:38][CH3:39])=[O:37].C1(P(C2C=CC=CC=2)C2C=CC=CC=2)C=CC=CC=1.N(C(OCC)=O)=NC(OCC)=O. Product: [O:1]([CH2:19][CH2:20][C:21]1([CH2:27][CH2:28][O:29][C:31]2[CH:40]=[C:35]([C:36]([O:38][CH3:39])=[O:37])[CH:34]=[C:33]([CH:32]=2)[C:41]([O:43][CH3:44])=[O:42])[CH2:22][CH2:23][CH2:24][CH2:25][CH2:26]1)[Si:2]([C:15]([CH3:17])([CH3:18])[CH3:16])([C:9]1[CH:10]=[CH:11][CH:12]=[CH:13][CH:14]=1)[C:3]1[CH:8]=[CH:7][CH:6]=[CH:5][CH:4]=1. The catalyst class is: 48. (3) Reactant: [H-].[Na+].[CH2:3]([O:10][C:11]1[CH:12]=[CH:13][C:14]([NH:17][C:18]2[CH:23]=[CH:22][CH:21]=[CH:20][N:19]=2)=[N:15][CH:16]=1)[C:4]1[CH:9]=[CH:8][CH:7]=[CH:6][CH:5]=1.Br[CH2:25][CH2:26][CH2:27][CH2:28][CH2:29][CH2:30][C:31]([O:33][CH2:34][CH3:35])=[O:32].[O-]S([O-])(=S)=O.[Na+].[Na+]. Product: [CH2:34]([O:33][C:31](=[O:32])[CH2:30][CH2:29][CH2:28][CH2:27][CH2:26][CH2:25][N:17]([C:14]1[CH:13]=[CH:12][C:11]([O:10][CH2:3][C:4]2[CH:5]=[CH:6][CH:7]=[CH:8][CH:9]=2)=[CH:16][N:15]=1)[C:18]1[CH:23]=[CH:22][CH:21]=[CH:20][N:19]=1)[CH3:35]. The catalyst class is: 31. (4) Reactant: S(Cl)(Cl)=O.[C:5]([CH2:7][CH2:8][CH:9]([C:13]1[CH:18]=[CH:17][CH:16]=[CH:15][C:14]=1[C:19]([F:22])([F:21])[F:20])[C:10](O)=[O:11])#[N:6].[BH4-].[Na+]. Product: [OH:11][CH2:10][CH:9]([C:13]1[CH:18]=[CH:17][CH:16]=[CH:15][C:14]=1[C:19]([F:20])([F:21])[F:22])[CH2:8][CH2:7][C:5]#[N:6]. The catalyst class is: 214. (5) Reactant: [CH3:1][O:2][C:3](=[O:27])[CH2:4][C:5]1[C:9]2[C:10]([C:25]#[N:26])=[CH:11][C:12]([O:14][Si](C(C)C)(C(C)C)C(C)C)=[CH:13][C:8]=2[S:7][CH:6]=1.O.O.[F-].[K+]. The catalyst class is: 14. Product: [CH3:1][O:2][C:3](=[O:27])[CH2:4][C:5]1[C:9]2[C:10]([C:25]#[N:26])=[CH:11][C:12]([OH:14])=[CH:13][C:8]=2[S:7][CH:6]=1. (6) Reactant: [C:1]1([O:7][C:8]2[CH:9]=[CH:10][C:11]([C:17]([F:20])([F:19])[F:18])=[C:12]([CH:16]=2)[C:13](O)=[O:14])[CH:6]=[CH:5][CH:4]=[CH:3][CH:2]=1.CO. Product: [C:1]1([O:7][C:8]2[CH:9]=[CH:10][C:11]([C:17]([F:18])([F:19])[F:20])=[C:12]([CH2:13][OH:14])[CH:16]=2)[CH:2]=[CH:3][CH:4]=[CH:5][CH:6]=1. The catalyst class is: 1. (7) Reactant: [C:1](OC(=O)C)(=[O:3])[CH3:2].[N:8]1[CH:13]=[CH:12][CH:11]=[CH:10][C:9]=1[C:14]1[NH:18][C:17]2[CH:19]=[C:20]([CH:37]3[CH2:41][CH2:40][CH2:39][NH:38]3)[C:21]([O:23][C:24]3[CH:25]=[CH:26][C:27]([N:30]4[CH:35]=[CH:34][CH:33]=[CH:32][C:31]4=[O:36])=[N:28][CH:29]=3)=[CH:22][C:16]=2[N:15]=1. Product: [C:1]([N:38]1[CH2:39][CH2:40][CH2:41][CH:37]1[C:20]1[C:21]([O:23][C:24]2[CH:25]=[CH:26][C:27]([N:30]3[CH:35]=[CH:34][CH:33]=[CH:32][C:31]3=[O:36])=[N:28][CH:29]=2)=[CH:22][C:16]2[N:15]=[C:14]([C:9]3[CH:10]=[CH:11][CH:12]=[CH:13][N:8]=3)[NH:18][C:17]=2[CH:19]=1)(=[O:3])[CH3:2]. The catalyst class is: 22. (8) Reactant: [C:1]([C@@H:5]1[CH2:10][CH2:9][C@H:8]([C:11]2[N:19]3[C:14]([C:15](=[O:28])[NH:16][C:17]([C:20]4[CH:21]=C([CH:25]=[CH:26][CH:27]=4)C#N)=[N:18]3)=[C:13]([CH2:29][CH3:30])[N:12]=2)[CH2:7][CH2:6]1)([CH3:4])([CH3:3])[CH3:2].[OH-].[Na+].C([O:35][C:36](=[O:38])[CH3:37])C. Product: [C:1]([C@@H:5]1[CH2:6][CH2:7][C@H:8]([C:11]2[N:19]3[C:14]([C:15](=[O:28])[NH:16][C:17]([C:20]4[CH:21]=[C:37]([CH:25]=[CH:26][CH:27]=4)[C:36]([OH:35])=[O:38])=[N:18]3)=[C:13]([CH2:29][CH3:30])[N:12]=2)[CH2:9][CH2:10]1)([CH3:4])([CH3:3])[CH3:2]. The catalyst class is: 33.